From a dataset of Reaction yield outcomes from USPTO patents with 853,638 reactions. Predict the reaction yield, written as a fraction of the theoretical maximum amount of product (1.0 means a 100% yield; for example, 0.34 means a 34% yield). (1) The reactants are [CH2:1]([O:3][C@@H:4]([CH2:10][C:11]1[CH:16]=[CH:15][C:14]([NH2:17])=[CH:13][CH:12]=1)[C:5]([O:7][CH2:8][CH3:9])=[O:6])[CH3:2].[F:18][C:19]1[CH:20]=[CH:21][C:22]2[N:27]([CH2:28][CH2:29][CH2:30]Br)[CH2:26][CH2:25][O:24][C:23]=2[CH:32]=1.C([O-])([O-])=O.[K+].[K+]. The catalyst is [Br-].C([N+](CCCC)(CCCC)CCCC)CCC.C1(C)C=CC=CC=1.C(OCC)(=O)C. The product is [F:18][C:19]1[CH:20]=[CH:21][C:22]2[N:27]([CH2:28][CH2:29][CH2:30][NH:17][C:14]3[CH:13]=[CH:12][C:11]([CH2:10][CH:4]([O:3][CH2:1][CH3:2])[C:5]([O:7][CH2:8][CH3:9])=[O:6])=[CH:16][CH:15]=3)[CH2:26][CH2:25][O:24][C:23]=2[CH:32]=1. The yield is 0.445. (2) The reactants are [N:1]1[CH:6]=[CH:5][CH:4]=[CH:3][C:2]=1[CH2:7][NH:8][CH2:9][C:10]1[CH:15]=[CH:14][C:13](/[CH:16]=[CH:17]/[CH:18]([C:23]2[CH:28]=[C:27]([Cl:29])[C:26]([Cl:30])=[C:25]([Cl:31])[CH:24]=2)[C:19]([F:22])([F:21])[F:20])=[CH:12][C:11]=1[C:32]([F:35])([F:34])[F:33].CCN(CC)CC.[CH:43]1([C:46](Cl)=[O:47])[CH2:45][CH2:44]1. The catalyst is C(Cl)Cl. The product is [N:1]1[CH:6]=[CH:5][CH:4]=[CH:3][C:2]=1[CH2:7][N:8]([CH2:9][C:10]1[CH:15]=[CH:14][C:13](/[CH:16]=[CH:17]/[CH:18]([C:23]2[CH:28]=[C:27]([Cl:29])[C:26]([Cl:30])=[C:25]([Cl:31])[CH:24]=2)[C:19]([F:22])([F:21])[F:20])=[CH:12][C:11]=1[C:32]([F:35])([F:34])[F:33])[C:46]([CH:43]1[CH2:45][CH2:44]1)=[O:47]. The yield is 0.500. (3) The reactants are CC1(C)COB(B2OCC(C)(C)CO2)OC1.C([O-])(=O)C.[K+].Br[C:23]1[CH:28]=[CH:27][C:26]([CH:29]2[CH2:34][CH2:33][N:32]([CH3:35])[CH2:31][CH2:30]2)=[CH:25][CH:24]=1.Br[C:37]1[CH:38]=[C:39]2[C:43](=[CH:44][C:45]=1[Cl:46])[NH:42][N:41]=[C:40]2[C:47]([OH:49])=[O:48].C(=O)([O-])[O-].[K+].[K+]. The catalyst is O1CCOCC1.C1(C)C=CC=CC=1.CCO.C1C=CC(P(C2C=CC=CC=2)[C-]2C=CC=C2)=CC=1.C1C=CC(P(C2C=CC=CC=2)[C-]2C=CC=C2)=CC=1.Cl[Pd]Cl.[Fe+2].ClCCl. The product is [Cl:46][C:45]1[CH:44]=[C:43]2[C:39]([C:40]([C:47]([OH:49])=[O:48])=[N:41][NH:42]2)=[CH:38][C:37]=1[C:23]1[CH:28]=[CH:27][C:26]([CH:29]2[CH2:34][CH2:33][N:32]([CH3:35])[CH2:31][CH2:30]2)=[CH:25][CH:24]=1. The yield is 0.0900. (4) The reactants are [CH3:1][O:2][C:3]1[CH:8]=[CH:7][C:6]([C:9]([OH:11])=[O:10])=[CH:5][C:4]=1[C:12]([OH:14])=[O:13].C(=O)([O-])[O-].[K+].[K+].Cl.[N:22]1[CH:27]=[CH:26][CH:25]=[CH:24][C:23]=1CCl.[CH3:30][N:31]([CH:33]=O)C. No catalyst specified. The product is [N:31]1[CH:33]=[CH:5][C:4]([CH:12]([O:10][C:9](=[O:11])[C:6]2[CH:7]=[CH:8][C:3]([O:2][CH3:1])=[C:4]([C:12]([OH:14])=[O:13])[CH:5]=2)[C:25]2[CH:24]=[CH:23][N:22]=[CH:27][CH:26]=2)=[CH:3][CH:30]=1. The yield is 0.480. (5) The reactants are Cl.[NH2:2][C@@H:3]1[CH2:7][CH2:6][N:5]([C:8]([O:10][CH:11]2[CH:18]3[CH2:19][CH:14]4[CH2:15][CH:16]([CH2:20][CH:12]2[CH2:13]4)[CH2:17]3)=[O:9])[CH2:4]1.CCN(C(C)C)C(C)C.Cl[C:31]([O:33][CH2:34][CH3:35])=[O:32].Cl. The catalyst is C(Cl)Cl. The product is [CH2:34]([O:33][C:31]([NH:2][C@@H:3]1[CH2:7][CH2:6][N:5]([C:8]([O:10][CH:11]2[CH:12]3[CH2:13][CH:14]4[CH2:15][CH:16]([CH2:17][CH:18]2[CH2:19]4)[CH2:20]3)=[O:9])[CH2:4]1)=[O:32])[CH3:35]. The yield is 0.710. (6) The reactants are [F:1][C:2]1[C:7]([C:8]2[N:9]=[C:10]([CH2:13][N:14]([CH3:22])[C:15](=[O:21])[O:16][C:17]([CH3:20])([CH3:19])[CH3:18])[S:11][CH:12]=2)=[CH:6][CH:5]=[CH:4][N:3]=1.[Br:23]N1C(=O)CCC1=O.C(=O)([O-])O.[Na+]. The catalyst is CN(C)C=O. The product is [Br:23][C:12]1[S:11][C:10]([CH2:13][N:14]([CH3:22])[C:15](=[O:21])[O:16][C:17]([CH3:18])([CH3:19])[CH3:20])=[N:9][C:8]=1[C:7]1[C:2]([F:1])=[N:3][CH:4]=[CH:5][CH:6]=1. The yield is 0.510.